From a dataset of Catalyst prediction with 721,799 reactions and 888 catalyst types from USPTO. Predict which catalyst facilitates the given reaction. (1) Reactant: COC1C=C(OC)C=CC=1C[N:6]1[C:15]2[CH:14]=[C:13]([C:16]3[C:17]([O:23][CH3:24])=[N:18][CH:19]=[CH:20][C:21]=3[CH3:22])[CH:12]=[CH:11][C:10]=2[C:9]2[N:25]([CH:28]3[CH2:33][CH2:32][O:31][CH2:30][CH2:29]3)[N:26]=[CH:27][C:8]=2[C:7]1=[O:34]. Product: [CH3:24][O:23][C:17]1[C:16]([C:13]2[CH:12]=[CH:11][C:10]3[C:9]4[N:25]([CH:28]5[CH2:33][CH2:32][O:31][CH2:30][CH2:29]5)[N:26]=[CH:27][C:8]=4[C:7](=[O:34])[NH:6][C:15]=3[CH:14]=2)=[C:21]([CH3:22])[CH:20]=[CH:19][N:18]=1. The catalyst class is: 67. (2) Reactant: [CH:1]1([S:4]([C:7]2[CH:12]=[CH:11][C:10]([CH:13]([NH:30][C:31]3[CH:36]=[CH:35][C:34]([F:37])=[CH:33][C:32]=3[F:38])[C:14]([NH:16][C:17]3[N:22]=[CH:21][C:20]([C:23]([O:25]C(C)(C)C)=[O:24])=[CH:19][CH:18]=3)=[O:15])=[CH:9][CH:8]=2)(=[O:6])=[O:5])[CH2:3][CH2:2]1.C(O)(C(F)(F)F)=O. Product: [CH:1]1([S:4]([C:7]2[CH:8]=[CH:9][C:10]([CH:13]([NH:30][C:31]3[CH:36]=[CH:35][C:34]([F:37])=[CH:33][C:32]=3[F:38])[C:14]([NH:16][C:17]3[N:22]=[CH:21][C:20]([C:23]([OH:25])=[O:24])=[CH:19][CH:18]=3)=[O:15])=[CH:11][CH:12]=2)(=[O:6])=[O:5])[CH2:2][CH2:3]1. The catalyst class is: 2. (3) Reactant: [F:1][C:2]([F:11])([F:10])[C:3]1[CH:8]=[CH:7][C:6]([OH:9])=[CH:5][CH:4]=1.C(=O)([O-])[O-].[K+].[K+].[CH2:18](Br)[CH:19]=[CH2:20]. Product: [CH2:20]([O:9][C:6]1[CH:5]=[CH:4][C:3]([C:2]([F:10])([F:11])[F:1])=[CH:8][CH:7]=1)[CH:19]=[CH2:18]. The catalyst class is: 23. (4) Reactant: [F:1][C:2]1[CH:7]=[CH:6][C:5]([C:8]2[C:17]([N:18]3[CH2:23][CH2:22][NH:21][CH2:20][CH2:19]3)=[N:16][C:15]3[C:10](=[CH:11][CH:12]=[C:13]([C:24]([O:26][CH3:27])=[O:25])[CH:14]=3)[N:9]=2)=[CH:4][CH:3]=1.CCN(CC)CC.[C:35](Cl)(=[O:37])[CH3:36]. Product: [C:35]([N:21]1[CH2:22][CH2:23][N:18]([C:17]2[C:8]([C:5]3[CH:6]=[CH:7][C:2]([F:1])=[CH:3][CH:4]=3)=[N:9][C:10]3[C:15]([N:16]=2)=[CH:14][C:13]([C:24]([O:26][CH3:27])=[O:25])=[CH:12][CH:11]=3)[CH2:19][CH2:20]1)(=[O:37])[CH3:36]. The catalyst class is: 4.